The task is: Predict the reaction yield, written as a fraction of the theoretical maximum amount of product (1.0 means a 100% yield; for example, 0.34 means a 34% yield).. This data is from Reaction yield outcomes from USPTO patents with 853,638 reactions. (1) The reactants are [Br:1][C:2]1[CH:12]=[CH:11][C:5]([C:6]([O:8][CH2:9][CH3:10])=[O:7])=[CH:4][C:3]=1[OH:13].C(=O)([O-])[O-].[K+].[K+].Cl[CH2:21][CH:22]1[CH2:24][CH2:23]1. The catalyst is CN(C=O)C. The product is [Br:1][C:2]1[CH:12]=[CH:11][C:5]([C:6]([O:8][CH2:9][CH3:10])=[O:7])=[CH:4][C:3]=1[O:13][CH2:21][CH:22]1[CH2:24][CH2:23]1. The yield is 0.310. (2) The reactants are [Cl:1][C:2]1[CH:3]=[CH:4][C:5]([O:14]C)=[C:6]([C:8]2[CH:13]=[CH:12][N:11]=[N:10][CH:9]=2)[CH:7]=1.B(Br)(Br)Br. The catalyst is ClCCl. The product is [Cl:1][C:2]1[CH:3]=[CH:4][C:5]([OH:14])=[C:6]([C:8]2[CH:13]=[CH:12][N:11]=[N:10][CH:9]=2)[CH:7]=1. The yield is 0.800. (3) The reactants are [Br:1][C:2]1[CH:7]=[CH:6][C:5]([CH2:8][NH2:9])=[C:4]([F:10])[CH:3]=1.C(N(CC)C(C)C)(C)C.[C:20]1([CH2:26][S:27](Cl)(=[O:29])=[O:28])[CH:25]=[CH:24][CH:23]=[CH:22][CH:21]=1. The catalyst is ClCCl. The product is [Br:1][C:2]1[CH:7]=[CH:6][C:5]([CH2:8][NH:9][S:27]([CH2:26][C:20]2[CH:25]=[CH:24][CH:23]=[CH:22][CH:21]=2)(=[O:29])=[O:28])=[C:4]([F:10])[CH:3]=1. The yield is 0.800.